Dataset: TCR-epitope binding with 47,182 pairs between 192 epitopes and 23,139 TCRs. Task: Binary Classification. Given a T-cell receptor sequence (or CDR3 region) and an epitope sequence, predict whether binding occurs between them. (1) The epitope is LPRRSGAAGA. The TCR CDR3 sequence is CASSLKAPEAFF. Result: 1 (the TCR binds to the epitope). (2) The epitope is HLVDFQVTI. The TCR CDR3 sequence is CASSEISGTPQHF. Result: 0 (the TCR does not bind to the epitope). (3) The epitope is GILGFVFTL. The TCR CDR3 sequence is CASSIFGSPRGEQYF. Result: 1 (the TCR binds to the epitope). (4) The epitope is FVDGVPFVV. The TCR CDR3 sequence is CASSYSPRGTEAFF. Result: 1 (the TCR binds to the epitope). (5) The epitope is CINGVCWTV. The TCR CDR3 sequence is CASSSGPTEAFF. Result: 0 (the TCR does not bind to the epitope). (6) The epitope is PROT_97E67BCC. The TCR CDR3 sequence is CASSARGAWGNQPQHF. Result: 1 (the TCR binds to the epitope).